Dataset: Full USPTO retrosynthesis dataset with 1.9M reactions from patents (1976-2016). Task: Predict the reactants needed to synthesize the given product. (1) Given the product [CH2:1]([N:5]([CH2:6][CH2:7][C:8]1[CH:9]=[CH:10][C:11]([CH2:14][N:15]2[CH2:16][CH2:17][CH2:18][CH2:19]2)=[CH:12][CH:13]=1)[C:33]([C:30]1[CH:29]=[CH:28][C:27]([C:24]2[CH:25]=[CH:26][C:21]([Cl:20])=[CH:22][CH:23]=2)=[CH:32][CH:31]=1)=[O:34])[CH:2]([CH3:4])[CH3:3], predict the reactants needed to synthesize it. The reactants are: [CH2:1]([NH:5][CH2:6][CH2:7][C:8]1[CH:13]=[CH:12][C:11]([CH2:14][N:15]2[CH2:19][CH2:18][CH2:17][CH2:16]2)=[CH:10][CH:9]=1)[CH:2]([CH3:4])[CH3:3].[Cl:20][C:21]1[CH:26]=[CH:25][C:24]([C:27]2[CH:32]=[CH:31][C:30]([C:33](O)=[O:34])=[CH:29][CH:28]=2)=[CH:23][CH:22]=1. (2) Given the product [CH2:17]([O:16][C:14]([CH:13]1[CH2:19][CH2:20][N:10]([C:2]2[N:3]=[N:4][C:5]([O:8][CH3:9])=[CH:6][CH:7]=2)[CH2:11][CH2:12]1)=[O:15])[CH3:18], predict the reactants needed to synthesize it. The reactants are: Cl[C:2]1[N:3]=[N:4][C:5]([O:8][CH3:9])=[CH:6][CH:7]=1.[NH:10]1[CH2:20][CH2:19][CH:13]([C:14]([O:16][CH2:17][CH3:18])=[O:15])[CH2:12][CH2:11]1.O. (3) Given the product [Cl:1][C:2]1[CH:14]=[C:13]([C:31]2[CH:36]=[CH:35][N:34]([CH2:37][CH2:38][CH:39]3[CH2:41][CH2:40]3)[C:33](=[O:42])[C:32]=2[C:43]#[N:44])[CH:12]=[CH:11][C:3]=1[O:4][CH:5]1[CH2:6][CH2:7][O:8][CH2:9][CH2:10]1, predict the reactants needed to synthesize it. The reactants are: [Cl:1][C:2]1[CH:14]=[C:13](B2OC(C)(C)C(C)(C)O2)[CH:12]=[CH:11][C:3]=1[O:4][CH:5]1[CH2:10][CH2:9][O:8][CH2:7][CH2:6]1.C([O-])([O-])=O.[Na+].[Na+].Br[C:31]1[CH:36]=[CH:35][N:34]([CH2:37][CH2:38][CH:39]2[CH2:41][CH2:40]2)[C:33](=[O:42])[C:32]=1[C:43]#[N:44]. (4) Given the product [CH2:1]([O:3][CH2:4][C:5]1[N:6]([CH2:19][CH2:20][CH3:21])[C:7]2[C:16]3[CH:15]=[C:14]([O:17][CH2:58][C:54]4[CH:53]=[N:52][CH:57]=[CH:56][CH:55]=4)[CH:13]=[CH:12][C:11]=3[N+:10]([O-:30])=[CH:9][C:8]=2[N:18]=1)[CH3:2], predict the reactants needed to synthesize it. The reactants are: [CH2:1]([O:3][CH2:4][C:5]1[N:6]([CH2:19][CH2:20][CH3:21])[C:7]2[C:16]3[CH:15]=[C:14]([OH:17])[CH:13]=[CH:12][C:11]=3[N:10]=[CH:9][C:8]=2[N:18]=1)[CH3:2].C1C=C(Cl)C=C(C(OO)=[O:30])C=1.C1(P(C2C=CC=CC=2)C2C=CC=CC=2)C=CC=CC=1.[N:52]1[CH:57]=[CH:56][CH:55]=[C:54]([CH2:58]O)[CH:53]=1.N(C(OC(C)C)=O)=NC(OC(C)C)=O. (5) Given the product [C:1]([O:4][C:5]1[CH:25]=[CH:24][C:8]([C:9]2[CH:10]([CH3:26])[O:11][C:12]3[C:17]([CH:18]=2)=[C:16]([CH3:19])[CH:15]=[C:14]([O:20][C:21](=[O:23])[CH3:22])[CH:13]=3)=[CH:7][CH:6]=1)(=[O:3])[CH3:2], predict the reactants needed to synthesize it. The reactants are: [C:1]([O:4][C:5]1[CH:25]=[CH:24][C:8]([C:9]2[CH2:10][O:11][C:12]3[C:17]([CH:18]=2)=[C:16]([CH3:19])[CH:15]=[C:14]([O:20][C:21](=[O:23])[CH3:22])[CH:13]=3)=[CH:7][CH:6]=1)(=[O:3])[CH3:2].[CH:26]1C=CC([C+](C2C=CC=CC=2)C2C=CC=CC=2)=CC=1.F[P-](F)(F)(F)(F)F.C[Zn]C. (6) Given the product [CH3:1][O:2][C:3]1[CH:4]=[CH:5][C:6]2[C:10]([O:11][C:12]3[CH:17]=[CH:16][C:15](/[CH:18]=[CH:19]/[C:20]([O:22][C:23]([CH3:24])([CH3:26])[CH3:25])=[O:21])=[CH:14][CH:13]=3)=[C:9]([C:29]3[CH:34]=[CH:33][C:32]([C:35]([F:38])([F:37])[F:36])=[CH:31][CH:30]=3)[S:8][C:7]=2[CH:27]=1, predict the reactants needed to synthesize it. The reactants are: [CH3:1][O:2][C:3]1[CH:4]=[CH:5][C:6]2[C:10]([O:11][C:12]3[CH:17]=[CH:16][C:15](/[CH:18]=[CH:19]/[C:20]([O:22][C:23]([CH3:26])([CH3:25])[CH3:24])=[O:21])=[CH:14][CH:13]=3)=[CH:9][S:8][C:7]=2[CH:27]=1.Br[C:29]1[CH:34]=[CH:33][C:32]([C:35]([F:38])([F:37])[F:36])=[CH:31][CH:30]=1.BrC1C=CC(F)=CC=1.CC(C)(C)C(O)=O.C(=O)([O-])[O-].[K+].[K+]. (7) Given the product [C:1]([O:4][C@@H:5]1[C@@H:18]([O:19][C:20](=[O:22])[CH3:21])[C@H:17]([O:23][C:24](=[O:26])[CH3:25])[CH2:16][S:15][C@H:6]1[O:7][C:8]1[CH:13]=[CH:12][N:11]=[C:10]([C:32]2[CH:33]=[CH:34][C:29]([O:28][CH3:27])=[CH:30][CH:31]=2)[CH:9]=1)(=[O:3])[CH3:2], predict the reactants needed to synthesize it. The reactants are: [C:1]([O:4][C@@H:5]1[C@@H:18]([O:19][C:20](=[O:22])[CH3:21])[C@H:17]([O:23][C:24](=[O:26])[CH3:25])[CH2:16][S:15][C@H:6]1[O:7][C:8]1[CH:13]=[CH:12][N:11]=[C:10](Br)[CH:9]=1)(=[O:3])[CH3:2].[CH3:27][O:28][C:29]1[CH:34]=[CH:33][C:32](B(O)O)=[CH:31][CH:30]=1. (8) Given the product [Cl:1][C:2]1[N:7]=[CH:6][N:5]=[C:4]([O:8][N:16]2[C:20]3[CH:21]=[CH:22][CH:23]=[CH:24][C:19]=3[N:18]=[N:17]2)[CH:3]=1, predict the reactants needed to synthesize it. The reactants are: [Cl:1][C:2]1[N:7]=[CH:6][NH:5][C:4](=[O:8])[CH:3]=1.F[P-](F)(F)(F)(F)F.[N:16]1(O[P+](N(C)C)(N(C)C)N(C)C)[C:20]2[CH:21]=[CH:22][CH:23]=[CH:24][C:19]=2[N:18]=[N:17]1.C1CCN2C(=NCCC2)CC1. (9) Given the product [C:1]([C:3]1[CH:4]=[C:5]([CH:8]=[CH:9][C:10]=1[F:11])[CH:6]=[N:14][OH:13])#[N:2], predict the reactants needed to synthesize it. The reactants are: [C:1]([C:3]1[CH:4]=[C:5]([CH:8]=[CH:9][C:10]=1[F:11])[CH:6]=O)#[N:2].Cl.[OH:13][NH2:14]. (10) Given the product [NH2:13][C:11]([C:9]1[CH:10]=[C:2]([C:47]2[CH:46]=[CH:45][C:44]([N:41]3[CH2:42][CH2:43][N:38]([C:36]([O:35][C:32]([CH3:34])([CH3:33])[CH3:31])=[O:37])[CH2:39][CH2:40]3)=[N:49][CH:48]=2)[CH:3]=[C:4]2[C:8]=1[NH:7][CH:6]=[C:5]2[CH:14]1[CH2:19][CH2:18][N:17]([S:20]([CH2:23][CH3:24])(=[O:22])=[O:21])[CH2:16][CH2:15]1)=[O:12], predict the reactants needed to synthesize it. The reactants are: Br[C:2]1[CH:3]=[C:4]2[C:8](=[C:9]([C:11]([NH2:13])=[O:12])[CH:10]=1)[NH:7][CH:6]=[C:5]2[CH:14]1[CH2:19][CH2:18][N:17]([S:20]([CH2:23][CH3:24])(=[O:22])=[O:21])[CH2:16][CH2:15]1.C(=O)([O-])[O-].[Cs+].[Cs+].[CH3:31][C:32]([O:35][C:36]([N:38]1[CH2:43][CH2:42][N:41]([C:44]2[N:49]=[CH:48][C:47](B(O)O)=[CH:46][CH:45]=2)[CH2:40][CH2:39]1)=[O:37])([CH3:34])[CH3:33].